Dataset: Full USPTO retrosynthesis dataset with 1.9M reactions from patents (1976-2016). Task: Predict the reactants needed to synthesize the given product. (1) Given the product [F:1][C:2]([F:7])([F:6])[C:3]([OH:5])=[O:4].[F:8][C:9]([F:14])([F:13])[C:10]([OH:12])=[O:11].[C:17]([N:49]1[CH2:50][CH2:51][CH:47]([CH2:46][C:45]([NH:44][C:36]2[CH:37]=[CH:38][C:39]3[NH:40][C:41]4[N:42]=[C:26]([NH:27][C:28]5[CH:29]=[N:30][CH:31]=[C:32]([CH:53]=5)[CH2:33][CH2:34][C:35]=2[CH:43]=3)[N:25]=[CH:24][C:23]=4[Cl:22])=[O:52])[CH2:48]1)(=[O:18])[CH3:16], predict the reactants needed to synthesize it. The reactants are: [F:1][C:2]([F:7])([F:6])[C:3]([OH:5])=[O:4].[F:8][C:9]([F:14])([F:13])[C:10]([OH:12])=[O:11].F[C:16](F)(F)[C:17](O)=[O:18].[Cl:22][C:23]1[CH:24]=[N:25][C:26]2[NH:27][C:28]3[CH:29]=[N:30][CH:31]=[C:32]([CH:53]=3)[CH2:33][CH2:34][C:35]3[CH:43]=[C:39]([NH:40][C:41]=1[N:42]=2)[CH:38]=[CH:37][C:36]=3[NH:44][C:45](=[O:52])[CH2:46][CH:47]1[CH2:51][CH2:50][NH:49][CH2:48]1.C(Cl)(=O)C. (2) The reactants are: [CH2:1]([O:8][N:9]=[C:10]1[CH2:14][N:13]([C:15]([O:17]C(C)(C)C)=O)[C@H:12]([C:22]([OH:24])=O)[CH2:11]1)[C:2]1[CH:7]=[CH:6][CH:5]=[CH:4][CH:3]=1.[O:25]=[C:26]1[C:31](C(Cl)=O)=[CH:30][CH:29]=[C:28]([CH2:35][CH2:36][CH2:37][CH2:38][CH3:39])[O:27]1.[CH2:40]([N:42]1[C:54]2[CH:53]=[CH:52][C:51]([NH2:55])=[CH:50][C:49]=2[C:48]2[C:43]1=[CH:44][CH:45]=[CH:46][CH:47]=2)[CH3:41]. Given the product [CH2:1]([O:8][N:9]=[C:10]1[CH2:14][N:13]([C:15]([C:31]2[C:26](=[O:25])[O:27][C:28]([CH2:35][CH2:36][CH2:37][CH2:38][CH3:39])=[CH:29][CH:30]=2)=[O:17])[C@H:12]([C:22]([NH:55][C:51]2[CH:52]=[CH:53][C:54]3[N:42]([CH2:40][CH3:41])[C:43]4[C:48]([C:49]=3[CH:50]=2)=[CH:47][CH:46]=[CH:45][CH:44]=4)=[O:24])[CH2:11]1)[C:2]1[CH:3]=[CH:4][CH:5]=[CH:6][CH:7]=1, predict the reactants needed to synthesize it. (3) Given the product [CH3:1][C:2]1[CH:7]=[C:6]([C:8]([F:11])([F:10])[F:9])[N:5]=[C:4]([NH:12][C:13]2[S:14][CH:15]=[C:16]([C:18]([OH:20])=[O:19])[N:17]=2)[N:3]=1, predict the reactants needed to synthesize it. The reactants are: [CH3:1][C:2]1[CH:7]=[C:6]([C:8]([F:11])([F:10])[F:9])[N:5]=[C:4]([NH:12][C:13]2[S:14][CH:15]=[C:16]([C:18]([O:20]CC)=[O:19])[N:17]=2)[N:3]=1.[Li+].[OH-].Cl. (4) Given the product [F:18][C:17]([F:20])([F:19])[C:16](=[O:15])[CH2:10][C:9]([C:6]1[CH:7]=[CH:8][C:3]([O:2][CH3:1])=[C:4]([CH3:12])[CH:5]=1)=[O:11], predict the reactants needed to synthesize it. The reactants are: [CH3:1][O:2][C:3]1[CH:8]=[CH:7][C:6]([C:9](=[O:11])[CH3:10])=[CH:5][C:4]=1[CH3:12].C([O:15][C:16](=O)[C:17]([F:20])([F:19])[F:18])C.[O-]CC.[Na+].Cl. (5) Given the product [CH3:1][O:2][C:3]1[CH:4]=[C:5]([CH:25]=[CH:26][CH:27]=1)[CH2:6][NH:7][C:8]([C:10]1[S:24][C:13]2[N:14]([CH3:23])[C:15](=[O:22])[N:16]([CH2:19][CH2:20][NH2:21])[C:17](=[O:18])[C:12]=2[CH:11]=1)=[O:9], predict the reactants needed to synthesize it. The reactants are: [CH3:1][O:2][C:3]1[CH:4]=[C:5]([CH:25]=[CH:26][CH:27]=1)[CH2:6][NH:7][C:8]([C:10]1[S:24][C:13]2[N:14]([CH3:23])[C:15](=[O:22])[N:16]([CH2:19][C:20]#[N:21])[C:17](=[O:18])[C:12]=2[CH:11]=1)=[O:9]. (6) Given the product [OH:1][C:2]1[CH:3]=[C:4]2[C:9](=[CH:10][CH:11]=1)[CH:8]=[C:7]([C:12]([N:20]1[CH2:26][CH2:27][CH2:28][CH2:23][CH2:24]1)=[O:14])[CH:6]=[CH:5]2, predict the reactants needed to synthesize it. The reactants are: [OH:1][C:2]1[CH:3]=[C:4]2[C:9](=[CH:10][CH:11]=1)[CH:8]=[C:7]([C:12]([OH:14])=O)[CH:6]=[CH:5]2.F[B-](F)(F)F.[N:20]1(OC(N(C)C)=[N+](C)C)[C:24]2C=[CH:26][CH:27]=[CH:28][C:23]=2N=N1.C(N(C(C)C)C(C)C)C.N1CCCCC1. (7) Given the product [CH2:1]([N:3]1[C:7]2=[N:8][C:9]([CH2:42][CH3:43])=[C:10]([CH2:19][NH:20][C:21](=[O:41])[CH2:22][C:23]([NH:25][CH2:26][C:27]3[CH:28]=[C:29]([C:33]4[CH:34]=[CH:35][CH:36]=[C:37]([CH2:44][N:45]5[CH2:51][CH2:50][CH2:49][N:48]([CH3:54])[CH2:47][CH2:46]5)[CH:38]=4)[CH:30]=[CH:31][CH:32]=3)=[O:24])[C:11]([NH:12][CH:13]3[CH2:18][CH2:17][O:16][CH2:15][CH2:14]3)=[C:6]2[CH:5]=[N:4]1)[CH3:2], predict the reactants needed to synthesize it. The reactants are: [CH2:1]([N:3]1[C:7]2=[N:8][C:9]([CH2:42][CH3:43])=[C:10]([CH2:19][NH:20][C:21](=[O:41])[CH2:22][C:23]([NH:25][CH2:26][C:27]3[CH:28]=[C:29]([C:33]4[CH:38]=[CH:37][CH:36]=[C:35](C=O)[CH:34]=4)[CH:30]=[CH:31][CH:32]=3)=[O:24])[C:11]([NH:12][CH:13]3[CH2:18][CH2:17][O:16][CH2:15][CH2:14]3)=[C:6]2[CH:5]=[N:4]1)[CH3:2].[CH3:44][N:45]1[CH2:51][CH2:50][CH2:49][NH:48][CH2:47][CH2:46]1.[BH-](OC(C)=O)(OC(C)=O)O[C:54](C)=O.[Na+].CC(O)=O.